From a dataset of Reaction yield outcomes from USPTO patents with 853,638 reactions. Predict the reaction yield, written as a fraction of the theoretical maximum amount of product (1.0 means a 100% yield; for example, 0.34 means a 34% yield). (1) The reactants are Br[C:2]1[N:3]=[CH:4][C:5]([NH2:14])=[N:6][C:7]=1[C:8]1[CH:9]=[N:10][CH:11]=[CH:12][CH:13]=1.CC1(C)C(C)(C)OB([C:23]2[CH:28]=[CH:27][N:26]=[CH:25][CH:24]=2)O1.C(=O)([O-])[O-].[Cs+].[Cs+]. The catalyst is O1CCOCC1.O. The product is [N:10]1[CH:11]=[CH:12][CH:13]=[C:8]([C:7]2[N:6]=[C:5]([NH2:14])[CH:4]=[N:3][C:2]=2[C:23]2[CH:28]=[CH:27][N:26]=[CH:25][CH:24]=2)[CH:9]=1. The yield is 0.740. (2) The reactants are [N:1]1[CH:6]=[CH:5][CH:4]=[CH:3][C:2]=1[SH:7].[CH:8]1([C:11](Cl)=[O:12])[CH2:10][CH2:9]1. The catalyst is C1COCC1. The product is [CH:8]1([C:11](=[O:12])[S:7][C:2]2[CH:3]=[CH:4][CH:5]=[CH:6][N:1]=2)[CH2:10][CH2:9]1. The yield is 0.800. (3) The catalyst is C1(C)C=CC=CC=1.CN(C=O)C. The reactants are [H-].[Na+].Br[CH2:4][CH:5]1[CH2:7][CH2:6]1.[S:8]1[CH2:13][CH2:12][CH2:11][S:10][CH:9]1[C:14]([O:16][CH2:17][CH3:18])=[O:15]. The yield is 0.500. The product is [CH:7]1([CH2:6][C:9]2([C:14]([O:16][CH2:17][CH3:18])=[O:15])[S:8][CH2:13][CH2:12][CH2:11][S:10]2)[CH2:5][CH2:4]1. (4) The reactants are [S:1]([Cl:5])(=O)(=[O:3])[OH:2].[CH3:6][N:7]([C:9]1[CH:14]=[CH:13][CH:12]=[CH:11][CH:10]=1)[CH3:8].[Cl-].[Na+].O.O. The catalyst is ClCCl. The product is [CH3:6][N:7]([CH3:8])[C:9]1[CH:10]=[C:11]([S:1]([Cl:5])(=[O:3])=[O:2])[CH:12]=[CH:13][CH:14]=1. The yield is 0.110. (5) The reactants are Br[C:2]1[CH:3]=[C:4]([NH2:11])[C:5]([N+:8]([O-:10])=[O:9])=[N:6][CH:7]=1.C([O-])([O-])=O.[Cs+].[Cs+].[C:18]([O:22][C:23]([NH:25][C:26]1[CH:31]=[CH:30][C:29]([OH:32])=[CH:28][CH:27]=1)=[O:24])([CH3:21])([CH3:20])[CH3:19]. The catalyst is CN(C=O)C. The product is [N+:8]([C:5]1[C:4]([NH2:11])=[CH:3][C:2]([O:32][C:29]2[CH:28]=[CH:27][C:26]([NH:25][C:23]([O:22][C:18]([CH3:21])([CH3:20])[CH3:19])=[O:24])=[CH:31][CH:30]=2)=[CH:7][N:6]=1)([O-:10])=[O:9]. The yield is 0.900. (6) The reactants are F[C:2]1[CH:9]=[C:8]([F:10])[CH:7]=[C:6]([F:11])[C:3]=1[C:4]#[N:5].[CH3:12][C:13]1([CH3:21])[O:17][C@H:16]([CH2:18][CH2:19][OH:20])[CH2:15][O:14]1.[H-].[Na+].O. The catalyst is C1COCC1. The product is [CH3:12][C:13]1([CH3:21])[O:17][C@H:16]([CH2:18][CH2:19][O:20][C:2]2[CH:9]=[C:8]([F:10])[CH:7]=[C:6]([F:11])[C:3]=2[C:4]#[N:5])[CH2:15][O:14]1. The yield is 0.578. (7) The reactants are F[C:2]1[CH:9]=[CH:8][C:7]([CH:10]=[O:11])=[CH:6][C:3]=1[C:4]#[N:5].C([O-])([O-])=O.[K+].[K+].[N+:18]([C:21]1[N:25]=[CH:24][NH:23][N:22]=1)([O-:20])=[O:19]. The catalyst is CN(C=O)C.O. The product is [CH:10]([C:7]1[CH:8]=[CH:9][C:2]([N:23]2[CH:24]=[N:25][C:21]([N+:18]([O-:20])=[O:19])=[N:22]2)=[C:3]([CH:6]=1)[C:4]#[N:5])=[O:11]. The yield is 0.450.